From a dataset of Reaction yield outcomes from USPTO patents with 853,638 reactions. Predict the reaction yield, written as a fraction of the theoretical maximum amount of product (1.0 means a 100% yield; for example, 0.34 means a 34% yield). The reactants are C1CO[C:8]23OCC[O:12][C:3]2([C@:4]2([CH2:27][CH2:26][C@H:25]4[C@@H:15](/[C:16](=[N:28]/[O:29][CH3:30])/[CH2:17][CH:18]5[C@:23]4([CH3:24])[CH2:22][CH2:21][CH2:20][CH2:19]5)[C@@H:6]2[CH2:7]3)[CH3:5])O1.C=C1C2[C@](C)(CCC(=[O:50])C2)[C@@H]2[C@H]([C@H]3[C@@](CC2)(C)C(=O)CC3)C1. No catalyst specified. The product is [CH3:30][O:29]/[N:28]=[C:16]1/[C@@H:15]2[C@@H:25]([C@:23]3([CH3:24])[CH:18]([CH2:17]/1)[CH2:19][C:20](=[O:50])[CH2:21][CH2:22]3)[CH2:26][CH2:27][C@@:4]1([CH3:5])[C@H:6]2[CH2:7][CH2:8][C:3]1=[O:12]. The yield is 0.550.